Dataset: Catalyst prediction with 721,799 reactions and 888 catalyst types from USPTO. Task: Predict which catalyst facilitates the given reaction. Reactant: [CH3:1][C:2]([CH3:7])([CH3:6])[CH2:3][CH:4]=O.[CH3:8][C:9]1[CH:25]=[C:24]([C:26]([N:28]2[CH2:37][C:36]3[CH:35]=[N:34][N:33]([CH3:38])[C:32]=3[NH:31][C:30]3[CH:39]=[CH:40][CH:41]=[CH:42][C:29]2=3)=[O:27])[CH:23]=[CH:22][C:10]=1[CH2:11][NH:12][C:13](=[O:21])[CH2:14][CH:15]1[CH2:20][CH2:19][NH:18][CH2:17][CH2:16]1.C([BH3-])#N.[Na+]. Product: [CH3:1][C:2]([CH3:7])([CH3:6])[CH2:3][CH2:4][N:18]1[CH2:17][CH2:16][CH:15]([CH2:14][C:13]([NH:12][CH2:11][C:10]2[CH:22]=[CH:23][C:24]([C:26]([N:28]3[CH2:37][C:36]4[CH:35]=[N:34][N:33]([CH3:38])[C:32]=4[NH:31][C:30]4[CH:39]=[CH:40][CH:41]=[CH:42][C:29]3=4)=[O:27])=[CH:25][C:9]=2[CH3:8])=[O:21])[CH2:20][CH2:19]1. The catalyst class is: 130.